From a dataset of Forward reaction prediction with 1.9M reactions from USPTO patents (1976-2016). Predict the product of the given reaction. (1) Given the reactants C(OC(=O)[NH:7][C:8]1([C:12]2[CH:17]=[CH:16][C:15]([C:18]3[C:19]([C:29]4[CH:34]=[CH:33][CH:32]=[CH:31][CH:30]=4)=[CH:20][C:21]4[NH:26][C:25](=S)[CH2:24][O:23][C:22]=4[N:28]=3)=[CH:14][CH:13]=2)[CH2:11][CH2:10][CH2:9]1)(C)(C)C.[C:36]([NH:44][NH2:45])(=O)[C:37]1[CH:42]=[CH:41][CH:40]=[N:39][CH:38]=1, predict the reaction product. The product is: [C:29]1([C:19]2[C:18]([C:15]3[CH:14]=[CH:13][C:12]([C:8]4([NH2:7])[CH2:11][CH2:10][CH2:9]4)=[CH:17][CH:16]=3)=[N:28][C:22]3[O:23][CH2:24][C:25]4[N:26]([C:36]([C:37]5[CH:38]=[N:39][CH:40]=[CH:41][CH:42]=5)=[N:44][N:45]=4)[C:21]=3[CH:20]=2)[CH:34]=[CH:33][CH:32]=[CH:31][CH:30]=1. (2) Given the reactants C[O:2][C:3]1[C:8]([C:9]2[N:13]([CH3:14])[N:12]=[CH:11][N:10]=2)=[C:7]([O:15]C)[N:6]=[CH:5][N:4]=1.Cl, predict the reaction product. The product is: [CH3:14][N:13]1[C:9]([C:8]2[C:7]([OH:15])=[N:6][CH:5]=[N:4][C:3]=2[OH:2])=[N:10][CH:11]=[N:12]1. (3) Given the reactants [Cl:1][CH2:2][C:3]#[C:4][CH2:5][OH:6].[O:7]1[CH:12]=[CH:11][CH2:10][CH2:9][CH2:8]1.C1(C)C=CC(S([O-])(=O)=O)=CC=1.[NH+]1C=CC=CC=1, predict the reaction product. The product is: [Cl:1][CH2:2][C:3]#[C:4][CH2:5][O:6][CH:8]1[CH2:9][CH2:10][CH2:11][CH2:12][O:7]1. (4) Given the reactants [C:1]([O:5][C:6](=[O:27])[C:7](SC1C=CC=C(CCNCCCCCCC)C=1)([CH3:9])[CH3:8])([CH3:4])([CH3:3])[CH3:2].FC1C=C(F)C=CC=1CC(O)=O.O.ON1C2C=CC=CC=2N=N1.C1(N=C=NC2CCCCC2)CCCCC1, predict the reaction product. The product is: [C:1]([O:5][C:6](=[O:27])[CH:7]([CH3:9])[CH3:8])([CH3:4])([CH3:3])[CH3:2].